Dataset: Full USPTO retrosynthesis dataset with 1.9M reactions from patents (1976-2016). Task: Predict the reactants needed to synthesize the given product. (1) Given the product [Br:42][C:15]1[C:14]([NH2:17])=[CH:13][CH:12]=[C:11]2[C:16]=1[C:8]([C:4]1[CH:5]=[CH:6][CH:7]=[C:2]([F:1])[CH:3]=1)=[N:9][N:10]2[C:18]([C:25]1[CH:26]=[CH:27][CH:28]=[CH:29][CH:30]=1)([C:31]1[CH:32]=[CH:33][CH:34]=[CH:35][CH:36]=1)[C:19]1[CH:24]=[CH:23][CH:22]=[CH:21][CH:20]=1, predict the reactants needed to synthesize it. The reactants are: [F:1][C:2]1[CH:3]=[C:4]([C:8]2[C:16]3[C:11](=[CH:12][CH:13]=[C:14]([NH2:17])[CH:15]=3)[N:10]([C:18]([C:31]3[CH:36]=[CH:35][CH:34]=[CH:33][CH:32]=3)([C:25]3[CH:30]=[CH:29][CH:28]=[CH:27][CH:26]=3)[C:19]3[CH:24]=[CH:23][CH:22]=[CH:21][CH:20]=3)[N:9]=2)[CH:5]=[CH:6][CH:7]=1.C(=O)([O-])O.[Na+].[Br:42]Br. (2) Given the product [CH2:1]([N:4]1[C:12]2[C:11](=[O:13])[N:10]([CH2:15][C:16]3([OH:14])[CH2:17][CH2:18][N:19]([C:22]([O:24][C:25]([CH3:28])([CH3:27])[CH3:26])=[O:23])[CH2:20][CH2:21]3)[CH:9]=[N:8][C:7]=2[CH:6]=[CH:5]1)[CH:2]=[CH2:3], predict the reactants needed to synthesize it. The reactants are: [CH2:1]([N:4]1[C:12]2[C:11](=[O:13])[NH:10][CH:9]=[N:8][C:7]=2[CH:6]=[CH:5]1)[CH:2]=[CH2:3].[O:14]1[C:16]2([CH2:21][CH2:20][N:19]([C:22]([O:24][C:25]([CH3:28])([CH3:27])[CH3:26])=[O:23])[CH2:18][CH2:17]2)[CH2:15]1.C(=O)([O-])[O-].[Cs+].[Cs+].CN(C=O)C. (3) Given the product [F:11][CH:10]([F:12])[O:9][C:6]1[CH:7]=[CH:8][C:3]([CH2:2][CH:29]2[CH2:30][CH2:31][N:27]([C:25]3[S:26][C:22]([C:20]([NH:19][CH2:18][C:17]4[CH:16]=[CH:15][C:14]([F:13])=[CH:35][CH:34]=4)=[O:21])=[C:23]([CH3:33])[N:24]=3)[C:28]2=[O:32])=[CH:4][CH:5]=1, predict the reactants needed to synthesize it. The reactants are: Br[CH2:2][C:3]1[CH:8]=[CH:7][C:6]([O:9][CH:10]([F:12])[F:11])=[CH:5][CH:4]=1.[F:13][C:14]1[CH:35]=[CH:34][C:17]([CH2:18][NH:19][C:20]([C:22]2[S:26][C:25]([N:27]3[CH2:31][CH2:30][CH2:29][C:28]3=[O:32])=[N:24][C:23]=2[CH3:33])=[O:21])=[CH:16][CH:15]=1. (4) Given the product [C:22]([O:21][C:19]([N:6]1[C@H:5]([C:3](=[O:2])[NH:45][C@H:29]([C:28]([O:27][CH3:26])=[O:46])[CH2:30][C:31]2[CH:36]=[CH:35][C:34]([C:37]3[CH:42]=[CH:41][C:40]([C:43]#[N:44])=[CH:39][CH:38]=3)=[CH:33][CH:32]=2)[CH2:14][C:13]2[C:8](=[CH:9][C:10]([OH:18])=[C:11]([N+:15]([O-:17])=[O:16])[CH:12]=2)[CH2:7]1)=[O:20])([CH3:25])([CH3:23])[CH3:24], predict the reactants needed to synthesize it. The reactants are: C[O:2][C:3]([C@@H:5]1[CH2:14][C:13]2[C:8](=[CH:9][C:10]([OH:18])=[C:11]([N+:15]([O-:17])=[O:16])[CH:12]=2)[CH2:7][N:6]1[C:19]([O:21][C:22]([CH3:25])([CH3:24])[CH3:23])=[O:20])=O.[CH3:26][O:27][C:28](=[O:46])[C@@H:29]([NH2:45])[CH2:30][C:31]1[CH:36]=[CH:35][C:34]([C:37]2[CH:42]=[CH:41][C:40]([C:43]#[N:44])=[CH:39][CH:38]=2)=[CH:33][CH:32]=1. (5) Given the product [Cl:3][C:4]1[N:9]=[C:8]([O:10][C:11]2[CH:20]=[CH:19][C:18]([NH2:21])=[C:17]3[C:12]=2[CH:13]=[CH:14][CH:15]=[N:16]3)[CH:7]=[CH:6][N:5]=1, predict the reactants needed to synthesize it. The reactants are: [Cl-].[NH4+].[Cl:3][C:4]1[N:9]=[C:8]([O:10][C:11]2[CH:20]=[CH:19][C:18]([N+:21]([O-])=O)=[C:17]3[C:12]=2[CH:13]=[CH:14][CH:15]=[N:16]3)[CH:7]=[CH:6][N:5]=1. (6) Given the product [Cl:7][C:8]1[CH:16]=[C:15]2[C:11]([C:12]([CH2:31][CH:32]([CH3:34])[CH3:33])=[CH:13][N:14]2[C:17]2[S:18][CH:19]=[C:20]([C:22]3[NH:23][CH:24]=[C:25]([CH2:27][OH:28])[N:26]=3)[N:21]=2)=[CH:10][CH:9]=1, predict the reactants needed to synthesize it. The reactants are: [H-].[Al+3].[Li+].[H-].[H-].[H-].[Cl:7][C:8]1[CH:16]=[C:15]2[C:11]([C:12]([CH2:31][CH:32]([CH3:34])[CH3:33])=[CH:13][N:14]2[C:17]2[S:18][CH:19]=[C:20]([C:22]3[NH:23][CH:24]=[C:25]([C:27](OC)=[O:28])[N:26]=3)[N:21]=2)=[CH:10][CH:9]=1.[OH-].[Na+].C(OCC)(=O)C.